Dataset: Forward reaction prediction with 1.9M reactions from USPTO patents (1976-2016). Task: Predict the product of the given reaction. (1) The product is: [CH2:9]([O:8][C:6]([C:5]1[C:4](=[O:3])[C:18]2[N:17]=[C:16]([CH2:19][C:20]3[CH:25]=[CH:24][CH:23]=[C:22]([Cl:26])[CH:21]=3)[N:15]=[CH:14][C:13]=2[NH:12][CH:11]=1)=[O:7])[CH3:10]. Given the reactants C([O:3][C:4](=O)[C:5](=[CH:11][NH:12][C:13]1[CH:14]=[N:15][C:16]([CH2:19][C:20]2[CH:25]=[CH:24][CH:23]=[C:22]([Cl:26])[CH:21]=2)=[N:17][CH:18]=1)[C:6]([O:8][CH2:9][CH3:10])=[O:7])C, predict the reaction product. (2) Given the reactants [CH3:1][O:2][C:3]([C:5]1([CH2:8][NH:9][CH:10]2[CH2:14][CH2:13][CH2:12][CH2:11]2)[CH2:7][CH2:6]1)=[O:4].[Cl:15][C:16]1[N:21]=[C:20](Cl)[C:19]([N+:23]([O-:25])=[O:24])=[CH:18][N:17]=1.O.C(=O)(O)[O-].[K+], predict the reaction product. The product is: [CH3:1][O:2][C:3]([C:5]1([CH2:8][N:9]([C:18]2[C:19]([N+:23]([O-:25])=[O:24])=[CH:20][N:21]=[C:16]([Cl:15])[N:17]=2)[CH:10]2[CH2:14][CH2:13][CH2:12][CH2:11]2)[CH2:7][CH2:6]1)=[O:4]. (3) Given the reactants C(NC(C)C)(C)C.C([Li])CCC.[CH3:13][C:14]1[CH:19]=[CH:18][N:17]=[C:16]([S:20][CH3:21])[N:15]=1.[C:22](OC)(=[O:26])[CH:23]([CH3:25])[CH3:24], predict the reaction product. The product is: [CH3:24][CH:23]([CH3:25])[C:22](=[O:26])[CH2:13][C:14]1[CH:19]=[CH:18][N:17]=[C:16]([S:20][CH3:21])[N:15]=1. (4) Given the reactants Br[C:2]1[CH:3]=[C:4]([CH3:15])[C:5]([CH3:14])=[C:6]([CH:13]=1)[C:7]([NH:9][CH:10]1[CH2:12][CH2:11]1)=[O:8].CC1(C)C(C)(C)OB(/[CH:24]=[CH:25]/[CH2:26][O:27][CH3:28])O1.CN(C=O)C.C([O-])([O-])=O.[Na+].[Na+], predict the reaction product. The product is: [CH:10]1([NH:9][C:7](=[O:8])[C:6]2[CH:13]=[C:2](/[CH:24]=[CH:25]/[CH2:26][O:27][CH3:28])[CH:3]=[C:4]([CH3:15])[C:5]=2[CH3:14])[CH2:12][CH2:11]1. (5) Given the reactants [Si](O[CH2:9][CH2:10][CH2:11][OH:12])(C(C)(C)C)(C)C.COC1C=CC([C@@H]([NH:23][C@@H:24]2[C:33]3[N:32]=[CH:31][CH:30]=[CH:29][C:28]=3[CH2:27][CH2:26][CH2:25]2)C)=CC=1.[BH-](OC(C)=O)(OC(C)=O)OC(C)=O.[Na+].C(O)(=O)C.C(=O)([O-])[O-].[Na+].[Na+], predict the reaction product. The product is: [N:32]1[C:33]2[C@@H:24]([NH:23][CH2:9][CH2:10][CH2:11][OH:12])[CH2:25][CH2:26][CH2:27][C:28]=2[CH:29]=[CH:30][CH:31]=1.